Dataset: Forward reaction prediction with 1.9M reactions from USPTO patents (1976-2016). Task: Predict the product of the given reaction. (1) Given the reactants C(OC(=O)[NH:7][CH:8]1[CH2:11][N:10]([C:12](=[O:26])[NH:13][CH:14]([C:16]2[CH:21]=[CH:20][C:19]([C:22]([F:25])([F:24])[F:23])=[CH:18][CH:17]=2)[CH3:15])[CH2:9]1)(C)(C)C.N, predict the reaction product. The product is: [F:24][C:22]([F:23])([F:25])[C:19]1[CH:18]=[CH:17][C:16]([CH:14]([NH:13][C:12]([N:10]2[CH2:9][CH:8]([NH2:7])[CH2:11]2)=[O:26])[CH3:15])=[CH:21][CH:20]=1. (2) Given the reactants [H-].[Na+].[CH3:3][OH:4].[Br:5][C:6]1[CH:7]=[CH:8][C:9]([C:13]#[N:14])=[N:10][C:11]=1Cl.[O:15]1[CH2:19]CCC1, predict the reaction product. The product is: [Br:5][C:6]1[CH:7]=[CH:8][C:9]([C:13](=[NH:14])[O:15][CH3:19])=[N:10][C:11]=1[O:4][CH3:3]. (3) Given the reactants Cl[C:2]([O:4][C:5]1[CH:10]=[CH:9][C:8]([N+:11]([O-:13])=[O:12])=[CH:7][CH:6]=1)=[O:3].[OH:14][CH2:15][C:16]([NH:18][CH3:19])=[O:17].C(N(C(C)C)CC)(C)C, predict the reaction product. The product is: [C:2](=[O:3])([O:4][C:5]1[CH:6]=[CH:7][C:8]([N+:11]([O-:13])=[O:12])=[CH:9][CH:10]=1)[O:14][CH2:15][C:16]([NH:18][CH3:19])=[O:17].